This data is from Catalyst prediction with 721,799 reactions and 888 catalyst types from USPTO. The task is: Predict which catalyst facilitates the given reaction. (1) Reactant: [CH3:1][O:2][C:3](=[O:16])[C:4]1[C:9]([CH:10]2[CH:14](I)[CH2:13][O:12][O:11]2)=[CH:8][CH:7]=[CH:6][CH:5]=1.[C:17](=O)([O-])[O-].[K+].[K+]. Product: [CH3:1][O:2][C:3](=[O:16])[C:4]1[C:9]([CH:10]2[CH:14]([CH3:17])[CH2:13][O:12][O:11]2)=[CH:8][CH:7]=[CH:6][CH:5]=1. The catalyst class is: 77. (2) Reactant: [CH3:1][C:2]1([CH3:31])[CH2:11][CH:10]=[C:9]([C:12]2[S:13][CH:14]=[C:15]([CH3:17])[N:16]=2)[C:8]2[CH:7]=[C:6]([C:18]#[C:19][C:20]3[CH:30]=[CH:29][C:23]([C:24]([O:26]CC)=[O:25])=[CH:22][CH:21]=3)[CH:5]=[CH:4][C:3]1=2.[OH-].[Na+]. Product: [CH3:1][C:2]1([CH3:31])[CH2:11][CH:10]=[C:9]([C:12]2[S:13][CH:14]=[C:15]([CH3:17])[N:16]=2)[C:8]2[CH:7]=[C:6]([C:18]#[C:19][C:20]3[CH:21]=[CH:22][C:23]([C:24]([OH:26])=[O:25])=[CH:29][CH:30]=3)[CH:5]=[CH:4][C:3]1=2. The catalyst class is: 14. (3) Reactant: [NH2:1][C:2]1[N:7]=[C:6]([Cl:8])[CH:5]=[C:4](Cl)[N:3]=1.[CH3:10][N:11]1[CH2:16][CH2:15][NH:14][CH2:13][CH2:12]1.C(N(CC)C(C)C)(C)C. Product: [Cl:8][C:6]1[CH:5]=[C:4]([N:14]2[CH2:15][CH2:16][N:11]([CH3:10])[CH2:12][CH2:13]2)[N:3]=[C:2]([NH2:1])[N:7]=1. The catalyst class is: 32. (4) Reactant: [Cl:1][C:2]1[C:7]([CH:8]2[CH2:13][CH2:12][NH:11][CH2:10][CH2:9]2)=[CH:6][C:5]([C:14]#[N:15])=[CH:4][C:3]=1[NH:16][C:17]1[N:22]=[C:21]([NH:23][CH:24]2[CH2:26][CH2:25]2)[C:20]2=[N:27][CH:28]=[C:29]([C:30]#[N:31])[N:19]2[N:18]=1.Br[CH:33]([CH3:37])[C:34]([NH2:36])=[O:35].[I-].[Na+].CCN(CC)CC. The catalyst class is: 3. Product: [Cl:1][C:2]1[C:3]([NH:16][C:17]2[N:22]=[C:21]([NH:23][CH:24]3[CH2:25][CH2:26]3)[C:20]3=[N:27][CH:28]=[C:29]([C:30]#[N:31])[N:19]3[N:18]=2)=[CH:4][C:5]([C:14]#[N:15])=[CH:6][C:7]=1[CH:8]1[CH2:9][CH2:10][N:11]([CH:33]([CH3:37])[C:34]([NH2:36])=[O:35])[CH2:12][CH2:13]1. (5) Reactant: C(Cl)(=O)C(Cl)=O.CS(C)=O.[Br:11][C:12]1[CH:22]=[C:21]([F:23])[C:15]([O:16][C@H:17]([CH3:20])[CH2:18][OH:19])=[C:14]([F:24])[CH:13]=1.Cl. Product: [Br:11][C:12]1[CH:22]=[C:21]([F:23])[C:15]([O:16][C@H:17]([CH3:20])[CH:18]=[O:19])=[C:14]([F:24])[CH:13]=1. The catalyst class is: 2. (6) Reactant: Br[C:2]1[C:10]([O:11][CH3:12])=[CH:9][C:8]([O:13][CH3:14])=[C:7]2[C:3]=1[CH2:4][N:5]([CH2:15][C:16]1[CH:21]=[CH:20][C:19]([Cl:22])=[CH:18][CH:17]=1)[CH2:6]2.C([SnH](CCCC)CCCC)CCC.[F-].[K+]. The catalyst class is: 48. Product: [CH3:12][O:11][C:10]1[CH:2]=[C:3]2[C:7](=[C:8]([O:13][CH3:14])[CH:9]=1)[CH2:6][N:5]([CH2:15][C:16]1[CH:21]=[CH:20][C:19]([Cl:22])=[CH:18][CH:17]=1)[CH2:4]2. (7) Reactant: [S:1]1[CH:5]=[CH:4][CH:3]=[C:2]1[SH:6].[OH-].[Na+].[Br:9][CH2:10][CH2:11][CH2:12]Br. Product: [Br:9][CH2:10][CH2:11][CH2:12][S:6][C:2]1[S:1][CH:5]=[CH:4][CH:3]=1. The catalyst class is: 809.